From a dataset of TCR-epitope binding with 47,182 pairs between 192 epitopes and 23,139 TCRs. Binary Classification. Given a T-cell receptor sequence (or CDR3 region) and an epitope sequence, predict whether binding occurs between them. (1) The epitope is YLDAYNMMI. The TCR CDR3 sequence is CAISEGQYSNQPQHF. Result: 1 (the TCR binds to the epitope). (2) The epitope is CINGVCWTV. The TCR CDR3 sequence is CASRETGGVWETQYF. Result: 1 (the TCR binds to the epitope). (3) The epitope is KEIDRLNEV. The TCR CDR3 sequence is CSVERINTGELFF. Result: 0 (the TCR does not bind to the epitope). (4) The epitope is RLQSLQTYV. The TCR CDR3 sequence is CASSYSPGPSTEAFF. Result: 0 (the TCR does not bind to the epitope).